From a dataset of Reaction yield outcomes from USPTO patents with 853,638 reactions. Predict the reaction yield, written as a fraction of the theoretical maximum amount of product (1.0 means a 100% yield; for example, 0.34 means a 34% yield). (1) The reactants are C([O:3][C:4](=O)[CH:5]([N:7]1[C:12]2[CH:13]=[C:14]([Br:18])[C:15]([CH3:17])=[CH:16][C:11]=2[O:10][CH2:9][C:8]1=S)[CH3:6])C.O.[NH2:22][NH2:23]. The catalyst is CCO. The product is [Br:18][C:14]1[CH:13]=[C:12]2[C:11](=[CH:16][C:15]=1[CH3:17])[O:10][CH2:9][C:8]1[N:7]2[CH:5]([CH3:6])[C:4](=[O:3])[NH:22][N:23]=1. The yield is 0.900. (2) The reactants are CC[C@H]1[C@H]2C[C@H]([C@H](OC3[C:34]4[C:29](=C[CH:31]=[CH:32][CH:33]=4)[C:28]([O:35][C@H](C4C=CN=C5C=4C=C(OC)C=C5)[C@@H]4N5C[C@H](CC)[C@@H](CC5)C4)=[N:27]N=3)C3C=CN=C4C=3C=C(OC)C=C4)N(CC2)C1.CS(N)(=O)=O.[Cl:64][C:65]1[CH:70]=[CH:69][C:68]([C:71]2[C:76]([CH3:78])([CH3:77])[CH2:75][N:74]([C:79]([O:81]C(C)(C)C)=O)[CH2:73][CH:72]=2)=[CH:67][CH:66]=1.S([O-])([O-])=[O:87].[Na+].[Na+].[C:92](O)([CH3:95])([CH3:94])[CH3:93].[OH2:97]. No catalyst specified. The product is [Cl:64][C:65]1[CH:66]=[CH:67][C:68]([C@:71]2([OH:87])[C@@H:72]([OH:97])[CH2:73][N:74]([C:79](=[O:81])[C@H:93]([NH:27][C:28]([CH:29]3[CH2:34][CH2:33][CH2:32][CH2:31]3)=[O:35])[CH:92]([CH3:95])[CH3:94])[CH2:75][C:76]2([CH3:77])[CH3:78])=[CH:69][CH:70]=1. The yield is 0.355. (3) The reactants are Cl.[CH2:2]([C:6]1[N:10]([C:11]2[CH:16]=[CH:15][CH:14]=[CH:13][CH:12]=2)[N:9]=[C:8]([CH2:17][NH:18][C:19]([CH:21]2[CH:26]3[CH:22]2[CH2:23][NH:24][CH2:25]3)=[O:20])[CH:7]=1)[CH:3]([CH3:5])[CH3:4].C(N(CC)CC)C.[C:34]1([S:40](Cl)(=[O:42])=[O:41])[CH:39]=[CH:38][CH:37]=[CH:36][CH:35]=1.CCCCCC. The catalyst is C(Cl)Cl.C(OCC)(=O)C. The product is [CH2:2]([C:6]1[N:10]([C:11]2[CH:16]=[CH:15][CH:14]=[CH:13][CH:12]=2)[N:9]=[C:8]([CH2:17][NH:18][C:19]([CH:21]2[CH:26]3[CH:22]2[CH2:23][N:24]([S:40]([C:34]2[CH:39]=[CH:38][CH:37]=[CH:36][CH:35]=2)(=[O:42])=[O:41])[CH2:25]3)=[O:20])[CH:7]=1)[CH:3]([CH3:5])[CH3:4]. The yield is 0.794. (4) The reactants are Br[CH2:2][C:3]([CH2:26][CH3:27])=[CH:4][CH2:5][C:6]1[C:14]([O:15]CC[Si](C)(C)C)=[C:13]2[C:9]([CH2:10][O:11][C:12]2=[O:22])=[C:8]([CH3:23])[C:7]=1[O:24][CH3:25].C[O:29][P:30]([O:33]C)[O:31]C.C[Si](Br)(C)C.N1C(C)=CC=CC=1C. No catalyst specified. The product is [CH2:26]([C:3](=[CH:4][CH2:5][C:6]1[C:14]([OH:15])=[C:13]2[C:9](=[C:8]([CH3:23])[C:7]=1[O:24][CH3:25])[CH2:10][O:11][C:12]2=[O:22])[CH2:2][P:30](=[O:29])([OH:33])[OH:31])[CH3:27]. The yield is 0.580. (5) The reactants are [N:1]1[CH:6]=[CH:5][CH:4]=[CH:3][C:2]=1[NH:7][NH2:8].C(O)(=O)C.[CH:13](=O)[C:14]([CH3:16])=[O:15].C([O-])(O)=O.[Na+]. The catalyst is O. The product is [N:1]1[CH:6]=[CH:5][CH:4]=[CH:3][C:2]=1[NH:7][N:8]=[CH:13][C:14](=[O:15])[CH3:16]. The yield is 0.410. (6) The reactants are [CH2:1]([Mg]Br)[C:2]([CH3:5])([CH3:4])C.Cl[CH2:9]Cl.O1[CH2:15][CH2:14][O:13]C1.O1C[CH2:19][CH2:18][CH2:17]1. The catalyst is [Cl-].[Zn+2].[Cl-]. The product is [C:14]1(=[O:13])[C:5]2[C:2](=[CH:1][CH:17]=[CH:18][CH:19]=2)[CH2:4][CH2:9][CH2:15]1. The yield is 0.990. (7) The reactants are [CH2:1]([NH:3][C:4](=[O:42])[NH:5][C:6]1[N:11]=[CH:10][C:9]([C:12]2[CH:13]=[C:14]3[C:19](=[CH:20][CH:21]=2)[N:18]([C@@H:22]([C:25]([CH3:28])([CH3:27])[CH3:26])[CH2:23][OH:24])[CH:17]=[C:16]([C:29]([OH:31])=[O:30])[C:15]3=[O:32])=[C:8]([C:33]2[S:34][CH:35]=[C:36]([C:38]([F:41])([F:40])[F:39])[N:37]=2)[CH:7]=1)[CH3:2].C(N(CC)CC)C.FC(F)(F)S(O[Si:56]([C:59]([CH3:62])([CH3:61])[CH3:60])([CH3:58])[CH3:57])(=O)=O.N1C(C)=CC=CC=1C. The catalyst is ClCCl.CN(C=O)C. The product is [Si:56]([O:24][CH2:23][C@@H:22]([N:18]1[C:19]2[C:14](=[CH:13][C:12]([C:9]3[CH:10]=[N:11][C:6]([NH:5][C:4]([NH:3][CH2:1][CH3:2])=[O:42])=[CH:7][C:8]=3[C:33]3[S:34][CH:35]=[C:36]([C:38]([F:40])([F:39])[F:41])[N:37]=3)=[CH:21][CH:20]=2)[C:15](=[O:32])[C:16]([C:29]([OH:31])=[O:30])=[CH:17]1)[C:25]([CH3:28])([CH3:27])[CH3:26])([C:59]([CH3:62])([CH3:61])[CH3:60])([CH3:58])[CH3:57]. The yield is 0.640.